This data is from Full USPTO retrosynthesis dataset with 1.9M reactions from patents (1976-2016). The task is: Predict the reactants needed to synthesize the given product. (1) The reactants are: [CH3:1][C:2]1[CH:7]=[C:6]([CH3:8])[CH:5]=[CH:4][C:3]=1[C@H:9]([C:11]1[CH:16]=[CH:15][CH:14]=[CH:13][CH:12]=1)[NH2:10].[C:17]([C:25]1[O:33][C:32]2[C:27](=[N:28][C:29]([CH2:34][C:35](O)=[O:36])=[CH:30][CH:31]=2)[CH:26]=1)(=[O:24])[C:18]1[CH:23]=[CH:22][N:21]=[CH:20][CH:19]=1. Given the product [CH3:1][C:2]1[CH:7]=[C:6]([CH3:8])[CH:5]=[CH:4][C:3]=1[C@H:9]([C:11]1[CH:16]=[CH:15][CH:14]=[CH:13][CH:12]=1)[NH:10][C:35](=[O:36])[CH2:34][C:29]1[N:28]=[C:27]2[CH:26]=[C:25]([C:17](=[O:24])[C:18]3[CH:19]=[CH:20][N:21]=[CH:22][CH:23]=3)[O:33][C:32]2=[CH:31][CH:30]=1, predict the reactants needed to synthesize it. (2) Given the product [F:1][C:2]1[CH:3]=[C:4]2[C:22](=[O:21])[N:23]([CH:24]=1)[CH2:20][CH2:19][O:18][C:17](=[O:25])[C:16]1=[C:26]3[N:27]=[C:10]([CH:11]=[CH:12][N:13]3[N:14]=[CH:15]1)[N:9]1[C@@H:5]2[CH2:6][CH2:7][CH2:8]1, predict the reactants needed to synthesize it. The reactants are: [F:1][C:2]1[CH:3]=[C:4]2[C:22](=[N:23][CH:24]=1)[O:21][CH2:20][CH2:19][O:18][C:17](=[O:25])[C:16]1=[C:26]3[N:27]=[C:10]([CH:11]=[CH:12][N:13]3[N:14]=[CH:15]1)[N:9]1[C@@H:5]2[CH2:6][CH2:7][CH2:8]1. (3) The reactants are: Cl.[CH3:2][N:3]1[CH:7]=[C:6]([N:8]2[CH:13]=[CH:12][C:11](=[O:14])[C:10]([CH2:15][C:16]3[CH:21]=[CH:20][CH:19]=[C:18]([C:22]4[N:26]=[CH:25][NH:24][N:23]=4)[CH:17]=3)=[N:9]2)[CH:5]=[N:4]1.I[CH:28]1[CH2:31][O:30][CH2:29]1.C([O-])([O-])=O.[Cs+].[Cs+].[NH4+].[Cl-]. Given the product [CH3:2][N:3]1[CH:7]=[C:6]([N:8]2[CH:13]=[CH:12][C:11](=[O:14])[C:10]([CH2:15][C:16]3[CH:21]=[CH:20][CH:19]=[C:18]([C:22]4[N:26]=[CH:25][N:24]([CH:28]5[CH2:31][O:30][CH2:29]5)[N:23]=4)[CH:17]=3)=[N:9]2)[CH:5]=[N:4]1, predict the reactants needed to synthesize it. (4) Given the product [Cl:1][C:2]1[N:3]=[CH:4][C:5]2[N:11]([CH3:20])[C:10](=[O:12])[CH:9]([CH3:13])[CH:8]([CH3:14])[N:7]([CH:15]3[CH2:16][CH2:17]3)[C:6]=2[N:18]=1, predict the reactants needed to synthesize it. The reactants are: [Cl:1][C:2]1[N:3]=[CH:4][C:5]2[NH:11][C:10](=[O:12])[CH:9]([CH3:13])[CH:8]([CH3:14])[N:7]([CH:15]3[CH2:17][CH2:16]3)[C:6]=2[N:18]=1.I[CH3:20].[H-].[Na+]. (5) Given the product [CH3:1][O:2][C:3]1[CH:12]=[C:11]([N:13]2[C:18](=[O:19])[C@H:17]3[CH2:20][C@@H:14]2[CH2:15][CH2:16]3)[CH:10]=[CH:9][C:4]=1[C:5]([O:7][CH3:8])=[O:6], predict the reactants needed to synthesize it. The reactants are: [CH3:1][O:2][C:3]1[CH:12]=[C:11]([N:13]2[C:18](=[O:19])[C@H:17]3[CH2:20][C@@H:14]2[CH:15]=[CH:16]3)[CH:10]=[CH:9][C:4]=1[C:5]([O:7][CH3:8])=[O:6]. (6) Given the product [CH3:1][C:2]1[C:6]([CH2:7][S:8][CH2:9][C:10]([N:18]([CH3:19])[CH2:17][CH2:16][N:15]([CH3:14])[C:20]2[CH:25]=[CH:24][CH:23]=[CH:22][C:21]=2[CH3:26])=[O:12])=[C:5]([CH3:13])[O:4][N:3]=1, predict the reactants needed to synthesize it. The reactants are: [CH3:1][C:2]1[C:6]([CH2:7][S:8][CH2:9][C:10]([OH:12])=O)=[C:5]([CH3:13])[O:4][N:3]=1.[CH3:14][N:15]([C:20]1[CH:25]=[CH:24][CH:23]=[CH:22][C:21]=1[CH3:26])[CH2:16][CH2:17][NH:18][CH3:19].CCN(CC)CC.C(P1(=O)OP(CCC)(=O)OP(CCC)(=O)O1)CC.